This data is from Full USPTO retrosynthesis dataset with 1.9M reactions from patents (1976-2016). The task is: Predict the reactants needed to synthesize the given product. Given the product [C:8]([C:6]1[CH:5]=[CH:4][N:3]=[C:2]([CH3:1])[CH:7]=1)#[CH:9], predict the reactants needed to synthesize it. The reactants are: [CH3:1][C:2]1[CH:7]=[C:6]([C:8]#[C:9][Si](C)(C)C)[CH:5]=[CH:4][N:3]=1.C(=O)([O-])[O-].[K+].[K+].